From a dataset of Forward reaction prediction with 1.9M reactions from USPTO patents (1976-2016). Predict the product of the given reaction. (1) Given the reactants CC(C)([O-])C.[Na+].C1(P(C2C=CC=CC=2)C2C=CC3C(=CC=CC=3)C=2C2C3C(=CC=CC=3)C=CC=2P(C2C=CC=CC=2)C2C=CC=CC=2)C=CC=CC=1.[C:53]([O:57][C:58](=[O:71])[CH2:59][C:60]1[C:65]([C:66]([F:69])([F:68])[F:67])=[CH:64][N:63]=[C:62](Cl)[CH:61]=1)([CH3:56])([CH3:55])[CH3:54].[CH3:72][N:73]1[CH2:78][CH2:77][NH:76][CH2:75][CH2:74]1.[NH4+].[Cl-], predict the reaction product. The product is: [C:53]([O:57][C:58](=[O:71])[CH2:59][C:60]1[C:65]([C:66]([F:69])([F:68])[F:67])=[CH:64][N:63]=[C:62]([N:76]2[CH2:77][CH2:78][N:73]([CH3:72])[CH2:74][CH2:75]2)[CH:61]=1)([CH3:56])([CH3:55])[CH3:54]. (2) Given the reactants C([O:3][C:4]([C:6]1[S:10][C:9]([NH:11][C:12]2[CH:17]=[CH:16][CH:15]=[CH:14][C:13]=2/[CH:18]=[CH:19]/[C:20]2[C:28]3[C:23](=[CH:24][CH:25]=[CH:26][CH:27]=3)[NH:22][N:21]=2)=[N:8][CH:7]=1)=[O:5])C.[OH-].[Na+].O, predict the reaction product. The product is: [NH:22]1[C:23]2[C:28](=[CH:27][CH:26]=[CH:25][CH:24]=2)[C:20](/[CH:19]=[CH:18]/[C:13]2[CH:14]=[CH:15][CH:16]=[CH:17][C:12]=2[NH:11][C:9]2[S:10][C:6]([C:4]([OH:5])=[O:3])=[CH:7][N:8]=2)=[N:21]1. (3) The product is: [C:31]([O:30][C:28](=[O:29])[N:17]([CH2:18][CH2:19][NH:20][C:21]([O:23][C:24]([CH3:27])([CH3:26])[CH3:25])=[O:22])[CH:14]1[CH2:13][CH2:12][NH:11][CH2:16][CH2:15]1)([CH3:33])([CH3:34])[CH3:32]. Given the reactants C(OC([N:11]1[CH2:16][CH2:15][CH:14]([N:17]([C:28]([O:30][C:31]([CH3:34])([CH3:33])[CH3:32])=[O:29])[CH2:18][CH2:19][NH:20][C:21]([O:23][C:24]([CH3:27])([CH3:26])[CH3:25])=[O:22])[CH2:13][CH2:12]1)=O)C1C=CC=CC=1, predict the reaction product. (4) Given the reactants Br[C:2]1[N:7]=[CH:6][C:5]2[N:8]=[C:9]([CH2:14][O:15][CH:16]3[CH2:21][CH2:20][CH2:19][CH2:18][O:17]3)[N:10]([CH:11]([CH3:13])[CH3:12])[C:4]=2[CH:3]=1.[Cl:22][C:23]1[N:28]=[C:27]([NH2:29])[CH:26]=[CH:25][N:24]=1.C1(P(C2C=CC=CC=2)C2C3OC4C(=CC=CC=4P(C4C=CC=CC=4)C4C=CC=CC=4)C(C)(C)C=3C=CC=2)C=CC=CC=1.C(=O)([O-])[O-].[Cs+].[Cs+], predict the reaction product. The product is: [Cl:22][C:23]1[N:28]=[C:27]([NH:29][C:2]2[N:7]=[CH:6][C:5]3[N:8]=[C:9]([CH2:14][O:15][CH:16]4[CH2:21][CH2:20][CH2:19][CH2:18][O:17]4)[N:10]([CH:11]([CH3:13])[CH3:12])[C:4]=3[CH:3]=2)[CH:26]=[CH:25][N:24]=1. (5) Given the reactants [CH2:1]([O:3][C:4](=[O:21])[CH2:5][C@H:6]([NH2:20])[CH2:7][C:8]1[CH:13]=[CH:12][C:11]([C:14]2[CH:19]=[CH:18][CH:17]=[CH:16][CH:15]=2)=[CH:10][CH:9]=1)[CH3:2].ClC([O:25][C:26]1C=CC=CC=1)=O.[N:32]1C=CC=CC=1.[OH-].[NH4+], predict the reaction product. The product is: [CH2:1]([O:3][C:4](=[O:21])[CH2:5][C@H:6]([NH:20][C:26]([NH2:32])=[O:25])[CH2:7][C:8]1[CH:9]=[CH:10][C:11]([C:14]2[CH:15]=[CH:16][CH:17]=[CH:18][CH:19]=2)=[CH:12][CH:13]=1)[CH3:2]. (6) Given the reactants [Cl:1][C:2]1[N:7]=[C:6]([C:8]2[CH:13]=[CH:12][CH:11]=[CH:10][N:9]=2)[N:5]=[C:4]([NH:14][C@@H:15]([CH3:20])[C:16]([F:19])([F:18])[F:17])[C:3]=1[C:21]1[C:26]([F:27])=[CH:25][C:24](F)=[CH:23][C:22]=1[F:29].[CH3:30][N:31]([CH3:36])[CH2:32][CH2:33][CH2:34][OH:35], predict the reaction product. The product is: [Cl:1][C:2]1[N:7]=[C:6]([C:8]2[CH:13]=[CH:12][CH:11]=[CH:10][N:9]=2)[N:5]=[C:4]([NH:14][C@@H:15]([CH3:20])[C:16]([F:19])([F:17])[F:18])[C:3]=1[C:21]1[C:26]([F:27])=[CH:25][C:24]([O:35][CH2:34][CH2:33][CH2:32][N:31]([CH3:36])[CH3:30])=[CH:23][C:22]=1[F:29]. (7) The product is: [CH3:5][C:6]([CH3:40])([CH3:39])[CH2:7][CH2:8][C@:9]1([CH3:38])[C:18]2[C:13](=[CH:14][CH:15]=[CH:16][CH:17]=2)[C:12]([O-:19])=[C:11]([C:20]2[NH:25][C:24]3[CH:26]=[CH:27][C:28]([NH:30][S:31]([CH3:34])(=[O:33])=[O:32])=[CH:29][C:23]=3[S:22](=[O:36])(=[O:35])[N:21]=2)[C:10]1=[O:37].[Na+:4]. Given the reactants [O-]CC.[Na+:4].[CH3:5][C:6]([CH3:40])([CH3:39])[CH2:7][CH2:8][C@:9]1([CH3:38])[C:18]2[C:13](=[CH:14][CH:15]=[CH:16][CH:17]=2)[C:12]([OH:19])=[C:11]([C:20]2[NH:25][C:24]3[CH:26]=[CH:27][C:28]([NH:30][S:31]([CH3:34])(=[O:33])=[O:32])=[CH:29][C:23]=3[S:22](=[O:36])(=[O:35])[N:21]=2)[C:10]1=[O:37], predict the reaction product.